This data is from Full USPTO retrosynthesis dataset with 1.9M reactions from patents (1976-2016). The task is: Predict the reactants needed to synthesize the given product. (1) Given the product [C:2]([C:6]1[O:10][N:9]=[C:8]([NH:11][C:12](=[O:36])[NH:13][C:14]2[CH:19]=[CH:18][C:17]([NH:20][C:21](=[O:35])[C:22]3[CH:27]=[C:26]([O:28][CH:29]4[CH2:30][CH2:31][N:32]([CH2:37][CH3:38])[CH2:33][CH2:34]4)[CH:25]=[CH:24][N:23]=3)=[CH:16][CH:15]=2)[CH:7]=1)([CH3:5])([CH3:3])[CH3:4], predict the reactants needed to synthesize it. The reactants are: Cl.[C:2]([C:6]1[O:10][N:9]=[C:8]([NH:11][C:12](=[O:36])[NH:13][C:14]2[CH:19]=[CH:18][C:17]([NH:20][C:21](=[O:35])[C:22]3[CH:27]=[C:26]([O:28][CH:29]4[CH2:34][CH2:33][NH:32][CH2:31][CH2:30]4)[CH:25]=[CH:24][N:23]=3)=[CH:16][CH:15]=2)[CH:7]=1)([CH3:5])([CH3:4])[CH3:3].[CH:37](=O)[CH3:38].[BH3-]C#N.[Na+]. (2) Given the product [F:31][C:30]1[C:25]([O:1][C@@H:2]2[CH2:3][CH2:4][C@@H:5]([CH3:21])[N:6]([C:8]([C:10]3[CH:15]=[CH:14][CH:13]=[CH:12][C:11]=3[N:16]3[N:20]=[CH:19][CH:18]=[N:17]3)=[O:9])[CH2:7]2)=[N:26][CH:27]=[CH:28][C:29]=1[C:32]([F:34])([F:33])[F:35], predict the reactants needed to synthesize it. The reactants are: [OH:1][C@H:2]1[CH2:7][N:6]([C:8]([C:10]2[CH:15]=[CH:14][CH:13]=[CH:12][C:11]=2[N:16]2[N:20]=[CH:19][CH:18]=[N:17]2)=[O:9])[C@H:5]([CH3:21])[CH2:4][CH2:3]1.[H-].[Na+].F[C:25]1[C:30]([F:31])=[C:29]([C:32]([F:35])([F:34])[F:33])[CH:28]=[CH:27][N:26]=1. (3) Given the product [CH3:9][N:8]([CH3:10])[C:3]1([CH:2]([C:11]2[CH:12]=[CH:13][CH:14]=[CH:15][CH:16]=2)[NH:1][C:28]([C:27]2[CH:26]=[CH:25][S:24][C:23]=2[C:17]2[CH:18]=[CH:19][CH:20]=[CH:21][CH:22]=2)=[O:29])[CH2:7][CH2:6][CH2:5][CH2:4]1, predict the reactants needed to synthesize it. The reactants are: [NH2:1][CH:2]([C:11]1[CH:16]=[CH:15][CH:14]=[CH:13][CH:12]=1)[C:3]1([N:8]([CH3:10])[CH3:9])[CH2:7][CH2:6][CH2:5][CH2:4]1.[C:17]1([C:23]2[S:24][CH:25]=[CH:26][C:27]=2[C:28](O)=[O:29])[CH:22]=[CH:21][CH:20]=[CH:19][CH:18]=1.